From a dataset of Catalyst prediction with 721,799 reactions and 888 catalyst types from USPTO. Predict which catalyst facilitates the given reaction. (1) Reactant: [F:1][C:2]([F:18])([F:17])[C:3]1[CH:8]=[CH:7][C:6]([C:9]2[CH:14]=[CH:13][CH:12]=[C:11]([CH2:15]O)[CH:10]=2)=[CH:5][CH:4]=1.C(Br)(Br)(Br)[Br:20].C1C=CC(P(C2C=CC=CC=2)C2C=CC=CC=2)=CC=1. Product: [Br:20][CH2:15][C:11]1[CH:10]=[C:9]([C:6]2[CH:7]=[CH:8][C:3]([C:2]([F:18])([F:17])[F:1])=[CH:4][CH:5]=2)[CH:14]=[CH:13][CH:12]=1. The catalyst class is: 2. (2) Reactant: [O:1]1[CH2:5][CH2:4][CH2:3][CH:2]1[CH2:6][O:7]S(C)(=O)=O.[N:12]1[CH:17]=[CH:16][CH:15]=[CH:14][C:13]=1[C:18]1[C:19]([C:26]2[C:35]3[C:30](=[CH:31][C:32](O)=[CH:33][CH:34]=3)[N:29]=[CH:28][CH:27]=2)=[C:20]2[CH2:25][CH2:24][CH2:23][N:21]2[N:22]=1.C(=O)([O-])[O-].[Cs+].[Cs+]. Product: [N:12]1[CH:17]=[CH:16][CH:15]=[CH:14][C:13]=1[C:18]1[C:19]([C:26]2[C:35]3[C:30](=[CH:31][C:32]([O:7][CH2:6][CH:2]4[CH2:3][CH2:4][CH2:5][O:1]4)=[CH:33][CH:34]=3)[N:29]=[CH:28][CH:27]=2)=[C:20]2[CH2:25][CH2:24][CH2:23][N:21]2[N:22]=1. The catalyst class is: 9. (3) Reactant: C(N[CH2:5][CH2:6][O:7][C:8]1[CH:13]=[CH:12][C:11]([N+:14]([O-])=O)=[CH:10][CH:9]=1)(C)C.C(O[C:22](=O)[N:23]([CH:36](C)C)[CH2:24]COC1C=CC([N+]([O-])=O)=CC=1)(C)(C)C.C(OC(OC(OC(C)(C)C)=O)=O)(C)(C)C. Product: [CH3:22][N:23]([CH2:36][CH2:5][CH2:6][O:7][C:8]1[CH:9]=[CH:10][C:11]([NH2:14])=[CH:12][CH:13]=1)[CH3:24]. The catalyst class is: 12. (4) Reactant: [CH2:1]([N:8]1[CH:16]=[C:15]2[C:10]([CH:11]=[C:12]([C:17]3[CH:18]=[C:19]([CH:27]4[CH2:32][CH2:31][NH:30][CH2:29][CH2:28]4)[N:20]4[C:25]=3[C:24]([NH2:26])=[N:23][CH:22]=[N:21]4)[CH:13]=[CH:14]2)=[N:9]1)[C:2]1[CH:7]=[CH:6][CH:5]=[CH:4][CH:3]=1.[CH3:33][S:34](Cl)(=[O:36])=[O:35].C(N(CC)CC)C. Product: [CH2:1]([N:8]1[CH:16]=[C:15]2[C:10]([CH:11]=[C:12]([C:17]3[CH:18]=[C:19]([CH:27]4[CH2:32][CH2:31][N:30]([S:34]([CH3:33])(=[O:36])=[O:35])[CH2:29][CH2:28]4)[N:20]4[C:25]=3[C:24]([NH2:26])=[N:23][CH:22]=[N:21]4)[CH:13]=[CH:14]2)=[N:9]1)[C:2]1[CH:3]=[CH:4][CH:5]=[CH:6][CH:7]=1. The catalyst class is: 4. (5) Reactant: Br[C:2]1[C:3]([F:16])=[C:4]([CH:13]=[CH:14][CH:15]=1)[O:5][CH:6]1[CH2:11][CH2:10][N:9]([CH3:12])[CH2:8][CH2:7]1.[C:17](=[NH:30])([C:24]1[CH:29]=[CH:28][CH:27]=[CH:26][CH:25]=1)[C:18]1[CH:23]=[CH:22][CH:21]=[CH:20][CH:19]=1.CC(C)([O-])C.[Na+]. Product: [C:17](=[N:30][C:2]1[CH:15]=[CH:14][CH:13]=[C:4]([O:5][CH:6]2[CH2:11][CH2:10][N:9]([CH3:12])[CH2:8][CH2:7]2)[C:3]=1[F:16])([C:24]1[CH:25]=[CH:26][CH:27]=[CH:28][CH:29]=1)[C:18]1[CH:23]=[CH:22][CH:21]=[CH:20][CH:19]=1. The catalyst class is: 11. (6) The catalyst class is: 286. Product: [CH3:1][C:2]1[S:3][C:4]2[N:16]=[C:17]([CH3:18])[C:11]3[N:7]([C:8]([CH2:13][CH2:14][CH3:15])=[N:9][C:10]=3[CH3:12])[C:5]=2[N:6]=1. Reactant: [CH3:1][C:2]1[S:3][C:4]([NH:16][C:17](=O)[CH3:18])=[C:5]([N:7]2[CH:11]=[C:10]([CH3:12])[N:9]=[C:8]2[CH2:13][CH2:14][CH3:15])[N:6]=1.O=P12OP3(OP(OP(O3)(O1)=O)(=O)O2)=O. (7) The catalyst class is: 1. Product: [CH3:33][N:34]([CH3:38])[CH2:35][CH2:36][N:23]1[C:22]([C:26]2[CH:31]=[CH:30][C:29]([CH3:32])=[CH:28][CH:27]=2)=[C:21]([C:19]2[CH:18]=[CH:17][N:16]=[C:15]([NH:14][C:11]3[CH:10]=[CH:9][C:8]([N:5]4[CH2:4][CH2:3][N:2]([CH3:1])[CH2:7][CH2:6]4)=[CH:13][CH:12]=3)[N:20]=2)[CH:25]=[N:24]1. Reactant: [CH3:1][N:2]1[CH2:7][CH2:6][N:5]([C:8]2[CH:13]=[CH:12][C:11]([NH:14][C:15]3[N:20]=[C:19]([C:21]4[C:22]([C:26]5[CH:31]=[CH:30][C:29]([CH3:32])=[CH:28][CH:27]=5)=[N:23][NH:24][CH:25]=4)[CH:18]=[CH:17][N:16]=3)=[CH:10][CH:9]=2)[CH2:4][CH2:3]1.[CH3:33][N:34]([CH3:38])[CH2:35][CH2:36]O.C1(P(C2C=CC=CC=2)C2C=CC=CC=2)C=CC=CC=1.CCOC(/N=N/C(OCC)=O)=O. (8) Reactant: [Br:1]N1C(=O)CCC1=O.[N:9]1[CH:14]=[CH:13][C:12]([N:15]2[C:23]3[C:18](=[CH:19][CH:20]=[C:21]([N:24]4[CH2:29][CH2:28][N:27]([C:30]([O:32][C:33]([CH3:36])([CH3:35])[CH3:34])=[O:31])[CH2:26][CH2:25]4)[CH:22]=3)[CH:17]=[CH:16]2)=[CH:11][CH:10]=1.N1C=CC=CC=1. Product: [Br:1][C:17]1[C:18]2[C:23](=[CH:22][C:21]([N:24]3[CH2:25][CH2:26][N:27]([C:30]([O:32][C:33]([CH3:36])([CH3:35])[CH3:34])=[O:31])[CH2:28][CH2:29]3)=[CH:20][CH:19]=2)[N:15]([C:12]2[CH:11]=[CH:10][N:9]=[CH:14][CH:13]=2)[CH:16]=1. The catalyst class is: 1.